From a dataset of Catalyst prediction with 721,799 reactions and 888 catalyst types from USPTO. Predict which catalyst facilitates the given reaction. (1) Reactant: [CH2:1]([O:3][C:4]([C:6]1[C:10]([CH2:11][CH2:12][C:13](=O)[N:14]([CH3:16])[CH3:15])=[CH:9][NH:8][C:7]=1[CH3:18])=[O:5])[CH3:2].B.O1CCCC1.CO. Product: [CH2:1]([O:3][C:4]([C:6]1[C:10]([CH2:11][CH2:12][CH2:13][N:14]([CH3:16])[CH3:15])=[CH:9][NH:8][C:7]=1[CH3:18])=[O:5])[CH3:2]. The catalyst class is: 1. (2) Reactant: [F:1][C:2]1[CH:3]=[C:4]([NH:18][C:19]([C:21]2[C:26]([F:27])=[CH:25][CH:24]=[C:23]([F:28])[C:22]=2[F:29])=O)[CH:5]=[CH:6][C:7]=1[C:8]1[N:12]([CH3:13])[N:11]=[C:10]([C:14]([F:17])([F:16])[F:15])[CH:9]=1.Cl.C(OCC)(=O)C. Product: [F:1][C:2]1[CH:3]=[C:4]([CH:5]=[CH:6][C:7]=1[C:8]1[N:12]([CH3:13])[N:11]=[C:10]([C:14]([F:15])([F:17])[F:16])[CH:9]=1)[NH:18][CH2:19][C:21]1[C:26]([F:27])=[CH:25][CH:24]=[C:23]([F:28])[C:22]=1[F:29]. The catalyst class is: 1.